This data is from CYP3A4 inhibition data for predicting drug metabolism from PubChem BioAssay. The task is: Regression/Classification. Given a drug SMILES string, predict its absorption, distribution, metabolism, or excretion properties. Task type varies by dataset: regression for continuous measurements (e.g., permeability, clearance, half-life) or binary classification for categorical outcomes (e.g., BBB penetration, CYP inhibition). Dataset: cyp3a4_veith. (1) The drug is Cn1c2c([n+]([O-])c1-c1ccccc1)/C(=N/O)CCC2. The result is 0 (non-inhibitor). (2) The compound is C=CCN1C(=O)CN=C1Nc1ccccc1. The result is 0 (non-inhibitor). (3) The drug is CCCN1C(=O)/C(=C/c2ccc(C)o2)SC1=Nc1ccc(OC)cc1. The result is 1 (inhibitor). (4) The drug is CCOc1cc(/C=C2/C(=O)N(c3ccccc3)N=C2C)ccc1OC(=O)c1cccs1. The result is 0 (non-inhibitor). (5) The molecule is N#Cc1ccc(CN2CC[C@@]3(CCCN(S(=O)(=O)c4ccccc4)C3)C2)cc1. The result is 1 (inhibitor).